This data is from Reaction yield outcomes from USPTO patents with 853,638 reactions. The task is: Predict the reaction yield, written as a fraction of the theoretical maximum amount of product (1.0 means a 100% yield; for example, 0.34 means a 34% yield). (1) The reactants are [NH:1]1[CH2:8][CH2:7]C[C@H:2]1[C:3](O)=[O:4].I[C:10]1[CH:15]=[CH:14][CH:13]=[CH:12][CH:11]=1.N1CCOCC1. The catalyst is [Cu]I.CS(C)=O. The product is [C:10]1([N:1]2[CH2:2][CH2:3][O:4][CH2:7][CH2:8]2)[CH:15]=[CH:14][CH:13]=[CH:12][CH:11]=1. The yield is 0.420. (2) The product is [C:11]([O:10][C:8](=[O:9])[NH:7][C:6]1[S:5][C:4]([C:22]2[CH:23]=[N:24][CH:25]=[C:26]([F:28])[CH:27]=2)=[N:3][C:2]=1[F:1])([CH3:14])([CH3:12])[CH3:13]. The catalyst is ClCCl. The reactants are [F:1][C:2]1[N:3]=[C:4]([C:22]2[CH:23]=[N:24][CH:25]=[C:26]([F:28])[CH:27]=2)[S:5][C:6]=1[N:7](C(OC(C)(C)C)=O)[C:8]([O:10][C:11]([CH3:14])([CH3:13])[CH3:12])=[O:9].FC(F)(F)C(O)=O. The yield is 0.680.